From a dataset of CYP3A4 inhibition data for predicting drug metabolism from PubChem BioAssay. Regression/Classification. Given a drug SMILES string, predict its absorption, distribution, metabolism, or excretion properties. Task type varies by dataset: regression for continuous measurements (e.g., permeability, clearance, half-life) or binary classification for categorical outcomes (e.g., BBB penetration, CYP inhibition). Dataset: cyp3a4_veith. (1) The compound is Cc1ccccc1S(=O)(=O)Oc1ccccc1C(=O)Oc1ccccc1. The result is 0 (non-inhibitor). (2) The drug is CC(C)CCNC(=O)C12CN(Cc3ccccc3)CC1C(c1cccc([N+](=O)[O-])c1)=NO2. The result is 1 (inhibitor). (3) The molecule is COCCOC(=O)C1=C(C)NC(C)=C(C(=O)OC(C)C)[C@@H]1c1cccc([N+](=O)[O-])c1. The result is 1 (inhibitor). (4) The compound is CC(=O)Nc1c2c3c(cccc3n(C)c1=O)C(=O)c1ccccc1-2. The result is 1 (inhibitor). (5) The molecule is O=C(Cc1ccccc1)N[C@@H](Cc1ccccc1)c1nc2ccccc2[nH]1. The result is 1 (inhibitor). (6) The drug is COc1ccc(/C=C/C(=O)Nc2nc(C)cc(C)n2)cc1OC. The result is 0 (non-inhibitor).